This data is from Full USPTO retrosynthesis dataset with 1.9M reactions from patents (1976-2016). The task is: Predict the reactants needed to synthesize the given product. (1) Given the product [CH3:11][CH:9]1[O:8][C:7]([CH3:13])([CH3:12])[C:6]2[CH:14]=[C:2]([C:16]3[CH:17]=[C:18]([C:21]#[N:22])[O:19][CH:20]=3)[CH:3]=[CH:4][C:5]=2[NH:10]1, predict the reactants needed to synthesize it. The reactants are: Br[C:2]1[CH:3]=[CH:4][C:5]2[NH:10][CH:9]([CH3:11])[O:8][C:7]([CH3:13])([CH3:12])[C:6]=2[CH:14]=1.Br[C:16]1[CH:17]=[C:18]([C:21]#[N:22])[O:19][CH:20]=1. (2) The reactants are: CC(C)([O-])C.[Na+].Cl[C:8]1[C:13]([CH2:14][NH:15][CH2:16][CH:17]([C:19]2[CH:24]=[C:23]([CH3:25])[CH:22]=[CH:21][N:20]=2)[OH:18])=[CH:12][CH:11]=[C:10]([Cl:26])[N:9]=1.O. Given the product [NH3:9].[Cl:26][C:10]1[CH:11]=[CH:12][C:13]2[CH2:14][NH:15][CH2:16][CH:17]([C:19]3[CH:24]=[C:23]([CH3:25])[CH:22]=[CH:21][N:20]=3)[O:18][C:8]=2[N:9]=1, predict the reactants needed to synthesize it. (3) Given the product [Cl:1][C:2]1[CH:7]=[C:6]([O:8][CH3:9])[CH:5]=[CH:4][C:3]=1[CH:10]([CH3:11])[C:23]#[N:24], predict the reactants needed to synthesize it. The reactants are: [Cl:1][C:2]1[CH:7]=[C:6]([O:8][CH3:9])[CH:5]=[CH:4][C:3]=1[C:10](=O)[CH3:11].S([CH2:23][N+:24]#[C-])(C1C=CC(C)=CC=1)(=O)=O.CC([O-])(C)C.[K+]. (4) Given the product [C:1]12([C:11]3[CH:12]=[C:13]([C:68]4[CH:67]=[C:76]5[C:71](=[CH:70][CH:69]=4)[CH:72]=[C:73]([C:77]#[N:78])[CH:74]=[CH:75]5)[CH:14]=[CH:15][C:16]=3[O:17][CH3:18])[CH2:2][CH:3]3[CH2:4][CH:5]([CH2:6][CH:7]([CH2:9]3)[CH2:8]1)[CH2:10]2, predict the reactants needed to synthesize it. The reactants are: [C:1]12([C:11]3[CH:12]=[C:13](B4OB([C:13]5[CH:14]=[CH:15][C:16]([O:17][CH3:18])=[C:11]([C:1]67[CH2:8][CH:7]8[CH2:9][CH:3]([CH2:4][CH:5]([CH2:6]8)[CH2:10]6)[CH2:2]7)[CH:12]=5)OB([C:13]5[CH:14]=[CH:15][C:16]([O:17][CH3:18])=[C:11]([C:1]67[CH2:8][CH:7]8[CH2:9][CH:3]([CH2:4][CH:5]([CH2:6]8)[CH2:10]6)[CH2:2]7)[CH:12]=5)O4)[CH:14]=[CH:15][C:16]=3[O:17][CH3:18])[CH2:10][CH:5]3[CH2:6][CH:7]([CH2:9][CH:3]([CH2:4]3)[CH2:2]1)[CH2:8]2.FC(F)(F)S(O[C:67]1[C:76]2[C:71](=[CH:72][C:73]([C:77]#[N:78])=[CH:74][CH:75]=2)[CH:70]=[CH:69][CH:68]=1)(=O)=O.[O-]P([O-])([O-])=O.[K+].[K+].[K+].C1COCC1. (5) Given the product [Br:33][CH2:28][CH2:27][N:26]([CH2:29][CH2:30][OH:31])[C:2]1[C:19]([N+:20]([O-:22])=[O:21])=[CH:18][C:17]([N+:23]([O-:25])=[O:24])=[CH:16][C:3]=1[C:4]([NH:6][CH2:7][CH2:8][O:9][CH:10]1[CH2:15][CH2:14][CH2:13][CH2:12][O:11]1)=[O:5], predict the reactants needed to synthesize it. The reactants are: Br[C:2]1[C:19]([N+:20]([O-:22])=[O:21])=[CH:18][C:17]([N+:23]([O-:25])=[O:24])=[CH:16][C:3]=1[C:4]([NH:6][CH2:7][CH2:8][O:9][CH:10]1[CH2:15][CH2:14][CH2:13][CH2:12][O:11]1)=[O:5].[N:26]1([CH2:29][CH2:30][OH:31])[CH2:28][CH2:27]1.[Na+].[Br-:33]. (6) Given the product [CH3:15][NH:14][C:12]1[N:11]=[C:10]([C:16]2[CH:21]=[CH:20][CH:19]=[CH:18][N:17]=2)[CH:9]=[C:8]([C:4]2[CH:5]=[N:6][CH:7]=[C:2]([C:42]#[C:41][C:40]3[N:36]([CH3:35])[CH:37]=[N:38][CH:39]=3)[CH:3]=2)[CH:13]=1, predict the reactants needed to synthesize it. The reactants are: Br[C:2]1[CH:3]=[C:4]([C:8]2[CH:13]=[C:12]([NH:14][CH3:15])[N:11]=[C:10]([C:16]3[CH:21]=[CH:20][CH:19]=[CH:18][N:17]=3)[CH:9]=2)[CH:5]=[N:6][CH:7]=1.C(=O)([O-])[O-].[K+].[K+].C(N(CC)CC)C.[CH3:35][N:36]1[C:40]([C:41]#[C:42][Si](C)(C)C)=[CH:39][N:38]=[CH:37]1. (7) Given the product [NH2:21][C:16]1[CH:17]=[CH:18][CH:19]=[CH:20][C:15]=1[C:13]1[CH:14]=[C:9]([C:4]2[CH:5]=[CH:6][CH:7]=[CH:8][C:3]=2[C:1]#[N:2])[C:10](=[O:30])[N:11]([C:24]2[CH:29]=[CH:28][CH:27]=[CH:26][CH:25]=2)[CH:12]=1, predict the reactants needed to synthesize it. The reactants are: [C:1]([C:3]1[CH:8]=[CH:7][CH:6]=[CH:5][C:4]=1[C:9]1[C:10](=[O:30])[N:11]([C:24]2[CH:29]=[CH:28][CH:27]=[CH:26][CH:25]=2)[CH:12]=[C:13]([C:15]2[CH:20]=[CH:19][CH:18]=[CH:17][C:16]=2[N+:21]([O-])=O)[CH:14]=1)#[N:2].[H][H]. (8) The reactants are: CN1C2C=CC=CC=2N=C1C[O:12][C:13]1[CH:18]=[CH:17][C:16]([C:19]2[C:23]([C:24]3[CH:29]=[CH:28][N:27]=[CH:26][CH:25]=3)=[CH:22][N:21]([CH3:30])[N:20]=2)=[CH:15][CH:14]=1.[CH3:31][C:32]1[N:36]2[CH:37]=[CH:38][CH:39]=[CH:40][C:35]2=[N:34][C:33]=1[CH2:41]O. Given the product [CH3:31][C:32]1[N:36]2[CH:37]=[CH:38][CH:39]=[CH:40][C:35]2=[N:34][C:33]=1[CH2:41][O:12][C:13]1[CH:18]=[CH:17][C:16]([C:19]2[C:23]([C:24]3[CH:25]=[CH:26][N:27]=[CH:28][CH:29]=3)=[CH:22][N:21]([CH3:30])[N:20]=2)=[CH:15][CH:14]=1, predict the reactants needed to synthesize it. (9) Given the product [C:36]([O:35][C:33]([N:21]([C:33]([O:35][C:36]([CH3:39])([CH3:38])[CH3:37])=[O:34])[C:19](=[O:20])[C:18]1[CH:22]=[C:23]([N:26]2[CH2:30][CH2:29][CH2:28][C:27]2=[O:31])[CH:24]=[CH:25][C:17]=1[C:15]([N:12]1[CH2:11][CH2:10][N:9]([C:6]2[C:5]([CH3:32])=[CH:4][C:3]([CH2:1][CH3:2])=[CH:8][N:7]=2)[CH2:14][CH2:13]1)=[O:16])=[O:34])([CH3:39])([CH3:38])[CH3:37], predict the reactants needed to synthesize it. The reactants are: [CH2:1]([C:3]1[CH:4]=[C:5]([CH3:32])[C:6]([N:9]2[CH2:14][CH2:13][N:12]([C:15]([C:17]3[CH:25]=[CH:24][C:23]([N:26]4[CH2:30][CH2:29][CH2:28][C:27]4=[O:31])=[CH:22][C:18]=3[C:19]([NH2:21])=[O:20])=[O:16])[CH2:11][CH2:10]2)=[N:7][CH:8]=1)[CH3:2].[C:33](O[C:33]([O:35][C:36]([CH3:39])([CH3:38])[CH3:37])=[O:34])([O:35][C:36]([CH3:39])([CH3:38])[CH3:37])=[O:34]. (10) Given the product [CH2:18]([C:5]1[N:4]=[C:3]([C:20]([NH2:22])=[O:21])[C:2]([NH:26][C:25]2[CH:27]=[CH:28][C:29]([N:31]3[CH2:36][CH2:35][O:34][CH2:33][CH2:32]3)=[CH:30][C:24]=2[CH3:23])=[N:7][C:6]=1[O:8][C:9]1[CH:14]=[CH:13][CH:12]=[C:11]([N+:15]([O-:17])=[O:16])[CH:10]=1)[CH3:19], predict the reactants needed to synthesize it. The reactants are: Cl[C:2]1[C:3]([C:20]([NH2:22])=[O:21])=[N:4][C:5]([CH2:18][CH3:19])=[C:6]([O:8][C:9]2[CH:14]=[CH:13][CH:12]=[C:11]([N+:15]([O-:17])=[O:16])[CH:10]=2)[N:7]=1.[CH3:23][C:24]1[CH:30]=[C:29]([N:31]2[CH2:36][CH2:35][O:34][CH2:33][CH2:32]2)[CH:28]=[CH:27][C:25]=1[NH2:26].C(N(C(C)C)CC)(C)C.CN1CCCC1=O.